This data is from Forward reaction prediction with 1.9M reactions from USPTO patents (1976-2016). The task is: Predict the product of the given reaction. Given the reactants C([O-])(C)(C)C.[K+].ClC1C=CC(O[CH2:13][C:14]#[N:15])=CC=1.[N+:18]([C:21]1[CH:30]=[CH:29][C:28]2[C:23](=[CH:24][CH:25]=[CH:26][CH:27]=2)[CH:22]=1)([O-:20])=[O:19].Cl, predict the reaction product. The product is: [N+:18]([C:21]1[CH:30]=[CH:29][C:28]2[C:23](=[CH:24][CH:25]=[CH:26][CH:27]=2)[C:22]=1[CH2:13][C:14]#[N:15])([O-:20])=[O:19].